From a dataset of Reaction yield outcomes from USPTO patents with 853,638 reactions. Predict the reaction yield, written as a fraction of the theoretical maximum amount of product (1.0 means a 100% yield; for example, 0.34 means a 34% yield). The reactants are [OH:1][C:2]1[CH:7]=[C:6]([Cl:8])[N:5]=[N:4][C:3]=1Cl.[CH:10]1([C:13]2[CH:18]=[CH:17][CH:16]=[C:15]([CH3:19])[C:14]=2[OH:20])[CH2:12][CH2:11]1.C1C2C(CCCC2)CCC1.[OH-].[K+].Cl. The catalyst is CO. The product is [Cl:8][C:6]1[N:5]=[N:4][C:3]([O:20][C:14]2[C:15]([CH3:19])=[CH:16][CH:17]=[CH:18][C:13]=2[CH:10]2[CH2:11][CH2:12]2)=[C:2]([OH:1])[CH:7]=1. The yield is 0.690.